From a dataset of Catalyst prediction with 721,799 reactions and 888 catalyst types from USPTO. Predict which catalyst facilitates the given reaction. (1) Reactant: [C:1]([C:5]1[CH:15]=[C:14]([CH3:16])[C:8]([CH:9](O)[C:10]([OH:12])=[O:11])=[C:7]([CH3:17])[CH:6]=1)([CH3:4])([CH3:3])[CH3:2].C(O)(=O)C.C(C1C=C(C)C(C(O)C(O)=O)=C(C)C=1)(C)(C)C.Cl. Product: [C:1]([C:5]1[CH:6]=[C:7]([CH3:17])[C:8]([CH2:9][C:10]([OH:12])=[O:11])=[C:14]([CH3:16])[CH:15]=1)([CH3:4])([CH3:3])[CH3:2]. The catalyst class is: 15. (2) Reactant: C([N:5]1[C:14](=[O:15])[C:13]2[C:8](=[CH:9][CH:10]=[C:11]([Cl:16])[CH:12]=2)[NH:7][C:6]1=[O:17])(C)(C)C.O([CH2:26][C:27]([F:30])([F:29])[F:28])S(C(F)(F)F)(=O)=O.C(=O)([O-])[O-].[K+].[K+]. Product: [Cl:16][C:11]1[CH:12]=[C:13]2[C:8](=[CH:9][CH:10]=1)[N:7]([CH2:26][C:27]([F:30])([F:29])[F:28])[C:6](=[O:17])[NH:5][C:14]2=[O:15]. The catalyst class is: 10. (3) Reactant: [CH:1]([NH2:4])([CH3:3])[CH3:2].[CH3:5][O:6][C:7]1[C:12]([CH3:13])=[CH:11][N:10]=[C:9]([CH2:14][N:15]2[N:43]=[C:19]3[CH2:20][C:21](=O)[C:22]4[CH2:23][S:24][N:25]=[C:26]([N:27](C(OC(C)(C)C)=O)C(OC(C)(C)C)=O)[C:17]([C:18]=43)=[N:16]2)[C:8]=1[CH3:44].O1CCCC1.C([BH3-])#N.[Na+]. Product: [CH:1]([NH:4][CH:21]1[C:22]2[CH2:23][S:24][N:25]=[C:26]([NH2:27])[C:17]3=[N:16][N:15]([CH2:14][C:9]4[C:8]([CH3:44])=[C:7]([O:6][CH3:5])[C:12]([CH3:13])=[CH:11][N:10]=4)[N:43]=[C:19]([C:18]=23)[CH2:20]1)([CH3:3])[CH3:2]. The catalyst class is: 130. (4) Reactant: [F:1][C:2]1[CH:28]=[C:27]([F:29])[CH:26]=[CH:25][C:3]=1[O:4][CH:5]1[CH2:10][CH2:9][N:8]([C:11]2[N:12]=[C:13]([CH2:23][OH:24])[C:14]([CH2:21][OH:22])=[N:15][C:16]=2[NH:17][CH:18]([CH3:20])[CH3:19])[CH2:7][CH2:6]1.CC(OI1(OC(C)=O)(OC(C)=O)OC(=O)C2C=CC=CC1=2)=O. Product: [F:1][C:2]1[CH:28]=[C:27]([F:29])[CH:26]=[CH:25][C:3]=1[O:4][CH:5]1[CH2:10][CH2:9][N:8]([C:11]2[N:12]=[C:13]([CH:23]=[O:24])[C:14]([CH:21]=[O:22])=[N:15][C:16]=2[NH:17][CH:18]([CH3:20])[CH3:19])[CH2:7][CH2:6]1. The catalyst class is: 2. (5) Reactant: C([N:8]1[CH2:13][CH2:12][P:11]([C:15]2[CH:20]=[CH:19][C:18]([NH:21][C:22]3[N:27]=[C:26]([NH:28][C:29]4[CH:34]=[CH:33][CH:32]=[CH:31][C:30]=4[S:35]([CH:38]([CH3:40])[CH3:39])(=[O:37])=[O:36])[C:25](Cl)=[CH:24][N:23]=3)=[C:17]([O:42][CH3:43])[CH:16]=2)(=[O:14])[CH2:10][CH2:9]1)C1C=CC=CC=1.C([O-])=O.[NH4+]. Product: [CH3:43][O:42][C:17]1[CH:16]=[C:15]([P:11]2(=[O:14])[CH2:10][CH2:9][NH:8][CH2:13][CH2:12]2)[CH:20]=[CH:19][C:18]=1[NH:21][C:22]1[N:27]=[C:26]([NH:28][C:29]2[CH:34]=[CH:33][CH:32]=[CH:31][C:30]=2[S:35]([CH:38]([CH3:40])[CH3:39])(=[O:37])=[O:36])[CH:25]=[CH:24][N:23]=1. The catalyst class is: 45. (6) Reactant: [Cl:1][C:2]1[N:3]=[C:4]([N:18]2[CH2:23][CH2:22][O:21][CH2:20][CH2:19]2)[C:5]2[CH:10]=[C:9]([CH2:11][N:12]3[CH2:17][CH2:16][NH:15][CH2:14][CH2:13]3)[S:8][C:6]=2[N:7]=1.[CH:24]1([S:27](Cl)(=[O:29])=[O:28])[CH2:26][CH2:25]1. Product: [Cl:1][C:2]1[N:3]=[C:4]([N:18]2[CH2:19][CH2:20][O:21][CH2:22][CH2:23]2)[C:5]2[CH:10]=[C:9]([CH2:11][N:12]3[CH2:17][CH2:16][N:15]([S:27]([CH:24]4[CH2:26][CH2:25]4)(=[O:29])=[O:28])[CH2:14][CH2:13]3)[S:8][C:6]=2[N:7]=1. The catalyst class is: 347.